This data is from Forward reaction prediction with 1.9M reactions from USPTO patents (1976-2016). The task is: Predict the product of the given reaction. (1) Given the reactants Br[C:2]1[CH:7]=[CH:6][CH:5]=[C:4]([CH3:8])[N:3]=1.[F:9][C:10]1[CH:39]=[CH:38][CH:37]=[C:36]([F:40])[C:11]=1[C:12]([NH:14][C:15]1[S:16][C:17]([C:26]2[CH:31]=[CH:30][CH:29]=[C:28]([C:32]([F:35])([F:34])[F:33])[CH:27]=2)=[C:18](C2C=CC=CN=2)[N:19]=1)=[O:13], predict the reaction product. The product is: [F:40][C:36]1[CH:37]=[CH:38][CH:39]=[C:10]([F:9])[C:11]=1[C:12]([NH:14][C:15]1[S:16][C:17]([C:26]2[CH:31]=[CH:30][CH:29]=[C:28]([C:32]([F:35])([F:34])[F:33])[CH:27]=2)=[C:18]([C:2]2[CH:7]=[CH:6][CH:5]=[C:4]([CH3:8])[N:3]=2)[N:19]=1)=[O:13]. (2) Given the reactants [CH2:1]([O:8][CH2:9][C:10]1([C:13]2[CH:20]=[CH:19][C:16]([CH:17]=[O:18])=[CH:15][CH:14]=2)[CH2:12][CH2:11]1)[C:2]1[CH:7]=[CH:6][CH:5]=[CH:4][CH:3]=1.C(C1(C2C=CC(C=O)=CC=2)CC1)C.[BH4-].[K+], predict the reaction product. The product is: [CH2:1]([O:8][CH2:9][C:10]1([C:13]2[CH:14]=[CH:15][C:16]([CH2:17][OH:18])=[CH:19][CH:20]=2)[CH2:12][CH2:11]1)[C:2]1[CH:3]=[CH:4][CH:5]=[CH:6][CH:7]=1.